Dataset: Catalyst prediction with 721,799 reactions and 888 catalyst types from USPTO. Task: Predict which catalyst facilitates the given reaction. (1) Product: [Cl:1][C:2]1[C:14]2[C:13]3[C:8](=[CH:9][CH:10]=[CH:11][CH:12]=3)[C:7](=[O:15])[C:6]=2[CH:5]=[C:4]([OH:16])[CH:3]=1. Reactant: [Cl:1][C:2]1[C:14]2[C:13]3[C:8](=[CH:9][CH:10]=[CH:11][CH:12]=3)[C:7](=[O:15])[C:6]=2[CH:5]=[C:4]([O:16]C)[CH:3]=1.CN1CCCC1=O.Cl.N1C=CC=CC=1. The catalyst class is: 6. (2) Reactant: [CH3:1][N:2]([CH3:19])[CH:3]1[CH2:8][CH2:7][C:6]([C:9]2[C:17]3[C:12](=[CH:13][CH:14]=[C:15]([NH2:18])[CH:16]=3)[NH:11][CH:10]=2)=[CH:5][CH2:4]1.I.CS[C:23]([C:25]1[S:26][CH:27]=[CH:28][CH:29]=1)=[NH:24]. The catalyst class is: 8. Product: [CH3:1][N:2]([CH3:19])[CH:3]1[CH2:8][CH2:7][C:6]([C:9]2[C:17]3[C:12](=[CH:13][CH:14]=[C:15]([NH:18][C:23]([C:25]4[S:26][CH:27]=[CH:28][CH:29]=4)=[NH:24])[CH:16]=3)[NH:11][CH:10]=2)=[CH:5][CH2:4]1. (3) Reactant: Cl[C:2](Cl)([O:4]C(=O)OC(Cl)(Cl)Cl)Cl.[F:13][C:14]([F:27])([F:26])[C:15]1[CH:24]=[C:23]2[C:18]([C@@H:19]([NH2:25])[CH2:20][CH2:21][O:22]2)=[CH:17][CH:16]=1.C(N(CC)C(C)C)(C)C.OC(C(F)(F)F)=O.[Cl:44][C:45]1[CH:61]=[CH:60][C:48]([CH2:49][N:50]2[CH:54]=[N:53][N:52]=[C:51]2[C@H:55]2[CH2:59][CH2:58][CH2:57][NH:56]2)=[CH:47][CH:46]=1.C([O-])(O)=O.[Na+]. Product: [Cl:44][C:45]1[CH:61]=[CH:60][C:48]([CH2:49][N:50]2[CH:54]=[N:53][N:52]=[C:51]2[C@H:55]2[CH2:59][CH2:58][CH2:57][N:56]2[C:2]([NH:25][C@@H:19]2[C:18]3[C:23](=[CH:24][C:15]([C:14]([F:13])([F:26])[F:27])=[CH:16][CH:17]=3)[O:22][CH2:21][CH2:20]2)=[O:4])=[CH:47][CH:46]=1. The catalyst class is: 448. (4) Reactant: [NH2:1][C:2]([CH3:29])([CH3:28])[C:3]#[C:4][C:5]1[N:10]=[CH:9][C:8]([C:11]2[CH:16]=[CH:15][N:14]=[C:13]([NH:17][CH:18]3[CH2:23][C:22]([CH3:25])([CH3:24])[NH:21][C:20]([CH3:27])([CH3:26])[CH2:19]3)[N:12]=2)=[CH:7][CH:6]=1. Product: [NH2:1][C:2]([CH3:29])([CH3:28])[CH2:3][CH2:4][C:5]1[N:10]=[CH:9][C:8]([C:11]2[CH:16]=[CH:15][N:14]=[C:13]([NH:17][CH:18]3[CH2:23][C:22]([CH3:25])([CH3:24])[NH:21][C:20]([CH3:27])([CH3:26])[CH2:19]3)[N:12]=2)=[CH:7][CH:6]=1. The catalyst class is: 50. (5) Reactant: [Cl:1][C:2]1[C:7]([C:8]2[CH:13]=[CH:12][C:11]([S:14]([CH2:17][CH3:18])(=[O:16])=[O:15])=[CH:10][C:9]=2[O:19][CH3:20])=[CH:6][C:5]([OH:21])=[CH:4][CH:3]=1.N1C(C)=CC=CC=1C.[F:30][C:31]([F:44])([F:43])[S:32](O[S:32]([C:31]([F:44])([F:43])[F:30])(=[O:34])=[O:33])(=[O:34])=[O:33]. Product: [F:30][C:31]([F:44])([F:43])[S:32]([O:21][C:5]1[CH:6]=[C:7]([C:8]2[CH:13]=[CH:12][C:11]([S:14]([CH2:17][CH3:18])(=[O:16])=[O:15])=[CH:10][C:9]=2[O:19][CH3:20])[C:2]([Cl:1])=[CH:3][CH:4]=1)(=[O:34])=[O:33]. The catalyst class is: 2. (6) Reactant: [Cl-].O[NH3+:3].[C:4](=[O:7])([O-])[OH:5].[Na+].CS(C)=O.[CH3:13][C:14]1[N:15]([C:39]2[CH:44]=[CH:43][C:42]([O:45][CH2:46][CH2:47][CH3:48])=[CH:41][CH:40]=2)[C:16](=[O:38])[C:17]([CH2:23][C:24]2[CH:29]=[CH:28][C:27]([C:30]3[C:31]([C:36]#[N:37])=[CH:32][CH:33]=[CH:34][CH:35]=3)=[CH:26][CH:25]=2)=[C:18]([CH2:20][CH2:21][CH3:22])[N:19]=1. Product: [CH3:13][C:14]1[N:15]([C:39]2[CH:44]=[CH:43][C:42]([O:45][CH2:46][CH2:47][CH3:48])=[CH:41][CH:40]=2)[C:16](=[O:38])[C:17]([CH2:23][C:24]2[CH:25]=[CH:26][C:27]([C:30]3[CH:35]=[CH:34][CH:33]=[CH:32][C:31]=3[C:36]3[NH:3][C:4](=[O:7])[O:5][N:37]=3)=[CH:28][CH:29]=2)=[C:18]([CH2:20][CH2:21][CH3:22])[N:19]=1. The catalyst class is: 69. (7) Reactant: [CH2:1]([O:3][C:4]([C:6]1([C:9]2[CH:14]=[CH:13][C:12]([C:15]3[CH:20]=[CH:19][C:18]([C:21]4[S:22][C:23]([Cl:29])=[CH:24][C:25]=4C(=O)N)=[CH:17][C:16]=3[O:30][CH3:31])=[CH:11][CH:10]=2)[CH2:8][CH2:7]1)=[O:5])[CH3:2].[N:32]1[CH:37]=CC=CC=1.FC(F)(F)C(OI(C1C=CC=CC=1)OC(=O)C(F)(F)F)=[O:41].[Cl:59][C:60]1[C:61]([CH:65]([OH:67])[CH3:66])=[CH:62][S:63][CH:64]=1. Product: [CH2:1]([O:3][C:4]([C:6]1([C:9]2[CH:14]=[CH:13][C:12]([C:15]3[CH:20]=[CH:19][C:18]([C:21]4[S:22][C:23]([Cl:29])=[CH:24][C:25]=4[NH:32][C:37]([O:67][CH:65]([C:61]4[C:60]([Cl:59])=[CH:64][S:63][CH:62]=4)[CH3:66])=[O:41])=[CH:17][C:16]=3[O:30][CH3:31])=[CH:11][CH:10]=2)[CH2:7][CH2:8]1)=[O:5])[CH3:2]. The catalyst class is: 727. (8) Reactant: [Cl:1][C:2]1[C:3]([C:8]2[CH:9]=[C:10]3[C:14](=[C:15]([O:17][CH2:18][CH2:19][C:20]4[CH:25]=[CH:24][CH:23]=[CH:22][N:21]=4)[CH:16]=2)[NH:13][N:12]=[C:11]3[NH:26][C:27]([NH2:29])=[S:28])=[N:4][CH:5]=[CH:6][CH:7]=1.Br[CH:31]([CH:38]=O)[CH2:32][C:33]([O:35][CH2:36][CH3:37])=[O:34].C(=O)([O-])O.[Na+]. Product: [Cl:1][C:2]1[C:3]([C:8]2[CH:9]=[C:10]3[C:14](=[C:15]([O:17][CH2:18][CH2:19][C:20]4[CH:25]=[CH:24][CH:23]=[CH:22][N:21]=4)[CH:16]=2)[NH:13][N:12]=[C:11]3[NH:26][C:27]2[S:28][C:31]([CH2:32][C:33]([O:35][CH2:36][CH3:37])=[O:34])=[CH:38][N:29]=2)=[N:4][CH:5]=[CH:6][CH:7]=1. The catalyst class is: 199. (9) Reactant: [N:1]([CH2:4][CH:5]1[O:9][C:8](=[O:10])[N:7]([C:11]2[CH:16]=[CH:15][C:14]([N:17]3[CH:21]=[C:20]([CH2:22][N:23]4[CH:27]=[CH:26][N:25]=[CH:24]4)[N:19]=[CH:18]3)=[C:13]([F:28])[CH:12]=2)[CH2:6]1)=[N+]=[N-].C1(P(C2C=CC=CC=2)C2C=CC=CC=2)C=CC=CC=1.O. Product: [NH2:1][CH2:4][CH:5]1[O:9][C:8](=[O:10])[N:7]([C:11]2[CH:16]=[CH:15][C:14]([N:17]3[CH:21]=[C:20]([CH2:22][N:23]4[CH:27]=[CH:26][N:25]=[CH:24]4)[N:19]=[CH:18]3)=[C:13]([F:28])[CH:12]=2)[CH2:6]1. The catalyst class is: 7. (10) Reactant: [NH2:1][CH2:2][C@@H:3]([OH:32])[CH2:4][O:5][C:6]1[C:11]([CH3:12])=[CH:10][C:9]([C:13]2[N:17]=[C:16]([C:18]3[CH:23]=[C:22]([CH3:24])[N:21]=[C:20]([N:25]([CH2:28][CH3:29])[CH2:26][CH3:27])[CH:19]=3)[O:15][N:14]=2)=[CH:8][C:7]=1[CH2:30][CH3:31].[C:33](O)(=[O:36])[CH2:34][OH:35].C1C=CC2N(O)N=NC=2C=1.CCN=C=NCCCN(C)C.Cl. Product: [CH2:28]([N:25]([CH2:26][CH3:27])[C:20]1[CH:19]=[C:18]([C:16]2[O:15][N:14]=[C:13]([C:9]3[CH:10]=[C:11]([CH3:12])[C:6]([O:5][CH2:4][C@H:3]([OH:32])[CH2:2][NH:1][C:34](=[O:35])[CH2:33][OH:36])=[C:7]([CH2:30][CH3:31])[CH:8]=3)[N:17]=2)[CH:23]=[C:22]([CH3:24])[N:21]=1)[CH3:29]. The catalyst class is: 250.